Dataset: Full USPTO retrosynthesis dataset with 1.9M reactions from patents (1976-2016). Task: Predict the reactants needed to synthesize the given product. (1) Given the product [NH2:31][N:21]1[C:20]2[C:25]([N:17]3[N:16]([CH2:32][CH:33]4[CH2:34][CH2:35]4)[C:15](=[O:36])[N:14]([CH2:13][CH2:12][O:11][C:41]4[CH:42]=[CH:43][C:38]([F:37])=[CH:39][CH:40]=4)[CH:18]3[N:19]=2)=[C:24]([C:26]2[O:27][CH:28]=[CH:29][CH:30]=2)[N:23]=[CH:22]1, predict the reactants needed to synthesize it. The reactants are: CC1C=CC(S([O:11][CH2:12][CH2:13][N:14]2[CH:18]3[N:19]=[C:20]4[C:25]([N:17]3[N:16]([CH2:32][CH:33]3[CH2:35][CH2:34]3)[C:15]2=[O:36])=[C:24]([C:26]2[O:27][CH:28]=[CH:29][CH:30]=2)[N:23]=[CH:22][N:21]4[NH2:31])(=O)=O)=CC=1.[F:37][C:38]1[CH:43]=[CH:42][C:41](O)=[CH:40][CH:39]=1.C([O-])([O-])=O.[K+].[K+].O. (2) Given the product [Br:1][C:2]1[C:3]2[N:4]([C:13]([CH3:14])=[N:9][N:8]=2)[CH:5]=[CH:6][CH:7]=1, predict the reactants needed to synthesize it. The reactants are: [Br:1][C:2]1[C:3]([N:8](C(=O)C)[NH2:9])=[N:4][CH:5]=[CH:6][CH:7]=1.[C:13](O)(=O)[CH3:14]. (3) The reactants are: [OH-].[Na+].[CH3:3][CH:4]([N:6]1[C:14]2[CH:13]=[C:12]([S:15]([N:18]3[CH2:23][CH2:22][O:21][CH2:20][CH2:19]3)(=[O:17])=[O:16])[CH:11]=[C:10]([C:24]([O:26]C)=[O:25])[C:9]=2[CH:8]=[N:7]1)[CH3:5]. Given the product [CH3:5][CH:4]([N:6]1[C:14]2[CH:13]=[C:12]([S:15]([N:18]3[CH2:19][CH2:20][O:21][CH2:22][CH2:23]3)(=[O:16])=[O:17])[CH:11]=[C:10]([C:24]([OH:26])=[O:25])[C:9]=2[CH:8]=[N:7]1)[CH3:3], predict the reactants needed to synthesize it. (4) Given the product [CH3:1][O:2][C:3](=[O:25])[CH:4]([C:12]1[CH:17]=[CH:16][C:15]([N:18]2[C:22]([CH3:23])=[N:21][N:20]=[N:19]2)=[C:14]([Cl:24])[CH:13]=1)[CH2:5][CH:6]1[CH2:7][CH2:8][CH2:9][CH2:10][CH2:11]1, predict the reactants needed to synthesize it. The reactants are: [CH3:1][O:2][C:3](=[O:25])/[C:4](/[C:12]1[CH:17]=[CH:16][C:15]([N:18]2[C:22]([CH3:23])=[N:21][N:20]=[N:19]2)=[C:14]([Cl:24])[CH:13]=1)=[CH:5]/[CH:6]1[CH2:11][CH2:10][CH2:9][CH2:8][CH2:7]1.[BH4-].[Na+]. (5) Given the product [OH:6][C@@H:5]([C@H:7]1[O:12][C:11]([CH3:14])([CH3:13])[O:10][C@H:9]2[C@@H:15]([O:19][CH2:20][CH3:21])[C:16](=[O:18])[O:17][C@@H:8]12)[CH2:4][OH:3], predict the reactants needed to synthesize it. The reactants are: CC1(C)[O:6][C@@H:5]([C@H:7]2[O:12][C:11]([CH3:14])([CH3:13])[O:10][C@H:9]3[C@@H:15]([O:19][CH2:20][CH3:21])[C:16](=[O:18])[O:17][C@@H:8]23)[CH2:4][O:3]1.O. (6) Given the product [ClH:2].[Cl:2][C:3]1[CH:8]=[C:7]([Cl:9])[CH:6]=[CH:5][C:4]=1[NH:10][C:11]1[C:16]2[N:17]=[CH:18][N:19]([CH3:20])[C:15]=2[C:14]([C:21]([N:24]2[CH2:28][CH2:27][CH2:26][CH2:25]2)=[O:23])=[CH:13][N:12]=1, predict the reactants needed to synthesize it. The reactants are: Cl.[Cl:2][C:3]1[CH:8]=[C:7]([Cl:9])[CH:6]=[CH:5][C:4]=1[NH:10][C:11]1[C:16]2[N:17]=[CH:18][N:19]([CH3:20])[C:15]=2[C:14]([C:21]([OH:23])=O)=[CH:13][N:12]=1.[NH:24]1[CH2:28][CH2:27][CH2:26][CH2:25]1. (7) Given the product [C:24]1([CH:30]2[CH2:31][CH2:32][N:33]([C:14]([C:11]3[O:10][C:9]([NH:8][C:6](=[O:7])[O:5][C:1]([CH3:2])([CH3:3])[CH3:4])=[N:13][CH:12]=3)=[O:16])[CH2:34][CH2:35]2)[CH:29]=[CH:28][CH:27]=[CH:26][CH:25]=1, predict the reactants needed to synthesize it. The reactants are: [C:1]([O:5][C:6]([NH:8][C:9]1[O:10][C:11]([C:14]([OH:16])=O)=[CH:12][N:13]=1)=[O:7])([CH3:4])([CH3:3])[CH3:2].CCN(CC)CC.[C:24]1([CH:30]2[CH2:35][CH2:34][NH:33][CH2:32][CH2:31]2)[CH:29]=[CH:28][CH:27]=[CH:26][CH:25]=1.C(P1(=O)OP(CCC)(=O)OP(CCC)(=O)O1)CC. (8) Given the product [CH2:1]([O:4][C:5]1[C:14]([CH3:15])=[CH:13][C:8]([C:9]([NH:11][OH:12])=[NH:10])=[CH:7][C:6]=1[Cl:18])[CH:2]=[CH2:3], predict the reactants needed to synthesize it. The reactants are: [CH2:1]([O:4][C:5]1[C:14]([CH3:15])=[CH:13][C:8]([C:9]([NH:11][OH:12])=[NH:10])=[CH:7][C:6]=1CC)[CH:2]=[CH2:3].[Cl:18]C1C=C(C=C(C)C=1O)C=O.